This data is from Catalyst prediction with 721,799 reactions and 888 catalyst types from USPTO. The task is: Predict which catalyst facilitates the given reaction. Reactant: [NH2:1][C:2]1[CH:9]=[C:8](Cl)[C:5]([C:6]#[N:7])=[CH:4][N:3]=1.[CH3:11][CH2:12][OH:13].CN1C(=O)CCC1.[H-].[Na+]. Product: [NH2:1][C:2]1[CH:9]=[C:8]([O:13][CH2:12][CH3:11])[C:5]([C:6]#[N:7])=[CH:4][N:3]=1. The catalyst class is: 25.